Dataset: Forward reaction prediction with 1.9M reactions from USPTO patents (1976-2016). Task: Predict the product of the given reaction. (1) Given the reactants [CH3:1][C@@H:2]1[CH2:7][CH2:6][CH2:5][CH2:4][N:3]1[C:8]1[CH:16]=[CH:15][C:11]([C:12]([OH:14])=O)=[CH:10][C:9]=1[C:17]([F:20])([F:19])[F:18].O[N:22]=[C:23]([C:25]1[CH:33]=[CH:32][C:28]2[NH:29][CH:30]=[N:31][C:27]=2[CH:26]=1)[NH2:24], predict the reaction product. The product is: [CH3:1][C@@H:2]1[CH2:7][CH2:6][CH2:5][CH2:4][N:3]1[C:8]1[CH:16]=[CH:15][C:11]([C:12]2[O:14][N:22]=[C:23]([C:25]3[CH:33]=[CH:32][C:28]4[NH:29][CH:30]=[N:31][C:27]=4[CH:26]=3)[N:24]=2)=[CH:10][C:9]=1[C:17]([F:19])([F:18])[F:20]. (2) Given the reactants [CH:1]([C@H:4]1COC(C2C=CC=C(C3OC[C@H:2]([CH:1]([CH3:4])[CH3:3])N=3)N=2)=N1)([CH3:3])[CH3:2].COC1C=CC(C(C2C=CC(OC)=CC=2)(C2C=CC=CC=2)OC[C@H]2O[C@@H](N3C=CC(=O)NC3=O)[C@H](O)[C@@H]2O)=CC=1.C(N=C=O)(C)(C)C.[CH3:70][O:71][C:72]1[CH:77]=[CH:76][C:75]([C:78]([C:109]2[CH:114]=[CH:113][C:112]([O:115][CH3:116])=[CH:111][CH:110]=2)([C:103]2[CH:108]=[CH:107][CH:106]=[CH:105][CH:104]=2)[O:79][CH2:80][C@H:81]2[O:85][C@@:84]([C:94](=[O:96])[NH2:95])([N:86]3[CH:93]=[CH:92][C:90](=[O:91])[NH:89][C:87]3=[O:88])[C@H:83]([O:97]C(C)(C)C)[C@@H:82]2[OH:102])=[CH:74][CH:73]=1, predict the reaction product. The product is: [CH3:116][O:115][C:112]1[CH:113]=[CH:114][C:109]([C:78]([C:75]2[CH:76]=[CH:77][C:72]([O:71][CH3:70])=[CH:73][CH:74]=2)([C:103]2[CH:108]=[CH:107][CH:106]=[CH:105][CH:104]=2)[O:79][CH2:80][C@H:81]2[O:85][C@@:84]([C:94](=[O:96])[NH2:95])([N:86]3[CH:93]=[CH:92][C:90](=[O:91])[NH:89][C:87]3=[O:88])[C@H:83]([OH:97])[C@@H:82]2[O:102][C:1]([CH3:4])([CH3:3])[CH3:2])=[CH:110][CH:111]=1. (3) Given the reactants [Cl:1][C:2]1[N:7]=[N:6][C:5]([NH2:8])=[CH:4][CH:3]=1.[CH3:9][O:10][C:11](=[O:17])[C:12](=O)[CH:13](Br)[CH3:14], predict the reaction product. The product is: [CH3:9][O:10][C:11]([C:12]1[N:8]=[C:5]2[CH:4]=[CH:3][C:2]([Cl:1])=[N:7][N:6]2[C:13]=1[CH3:14])=[O:17]. (4) Given the reactants [Br:1][C:2]1[CH:3]=[CH:4][C:5]2[C:6]3[CH2:14][N:13]([C:15]([O:17][C:18]([CH3:21])([CH3:20])[CH3:19])=[O:16])[CH:12]([CH3:22])[CH2:11][C:7]=3[NH:8][C:9]=2[CH:10]=1.[H-].[Na+].[CH3:25]I.O, predict the reaction product. The product is: [Br:1][C:2]1[CH:3]=[CH:4][C:5]2[C:6]3[CH2:14][N:13]([C:15]([O:17][C:18]([CH3:21])([CH3:20])[CH3:19])=[O:16])[CH:12]([CH3:22])[CH2:11][C:7]=3[N:8]([CH3:25])[C:9]=2[CH:10]=1. (5) Given the reactants [Cl:1][C:2]1[CH:3]=[C:4](I)[C:5]([NH2:8])=[N:6][CH:7]=1.[CH2:10]([Si:12]([CH2:20][CH3:21])([CH2:18][CH3:19])[C:13]#[C:14][CH2:15][CH2:16][OH:17])[CH3:11].[Cl-:22].[Li+].C(=O)([O-])[O-].[Na+].[Na+].C[N:31]([CH:33]=O)C, predict the reaction product. The product is: [Cl:1][C:2]1[CH:3]=[C:4]2[C:14]([CH2:15][CH2:16][OH:17])=[C:13]([Si:12]([CH2:20][CH3:21])([CH2:10][CH3:11])[CH2:18][CH3:19])[NH:8][C:5]2=[N:6][CH:7]=1.[Cl:22][C:3]1[CH:4]=[C:5]2[C:33](=[CH:7][C:2]=1[Cl:1])[NH:31][C:13]([Si:12]([CH2:10][CH3:11])([CH2:18][CH3:19])[CH2:20][CH3:21])=[C:14]2[CH2:15][CH2:16][OH:17]. (6) Given the reactants C([N:4]1[CH2:9][CH2:8][N:7]([C:10]2[N:11]=[CH:12][C:13]3[CH:19]=[C:18]([C:20]4[CH:25]=[CH:24][CH:23]=[CH:22][CH:21]=4)[C:17]([C:26]4[CH:33]=[CH:32][C:29]([CH:30]=O)=[CH:28][CH:27]=4)=[N:16][C:14]=3[N:15]=2)[CH2:6][CH2:5]1)(=O)C.F[C:35](F)(F)[C:36]([OH:38])=O.[NH:41]1[CH2:46][CH2:45][CH:44]([C:47]2[NH:48][C:49]([C:52]3[CH:57]=[CH:56][CH:55]=[CH:54][N:53]=3)=[N:50][N:51]=2)[CH2:43][CH2:42]1.CCN(CC)CC.CC(O)=O.C(O[BH-](OC(=O)C)OC(=O)C)(=O)C.[Na+], predict the reaction product. The product is: [C:36]([N:4]1[CH2:5][CH2:6][N:7]([C:10]2[N:11]=[CH:12][C:13]3[CH:19]=[C:18]([C:20]4[CH:21]=[CH:22][CH:23]=[CH:24][CH:25]=4)[C:17]([C:26]4[CH:33]=[CH:32][C:29]([CH2:30][N:41]5[CH2:46][CH2:45][CH:44]([C:47]6[NH:48][C:49]([C:52]7[CH:57]=[CH:56][CH:55]=[CH:54][N:53]=7)=[N:50][N:51]=6)[CH2:43][CH2:42]5)=[CH:28][CH:27]=4)=[N:16][C:14]=3[N:15]=2)[CH2:8][CH2:9]1)(=[O:38])[CH3:35].